Dataset: Forward reaction prediction with 1.9M reactions from USPTO patents (1976-2016). Task: Predict the product of the given reaction. (1) Given the reactants N[C:2]1[S:3][C:4]([C:15]([O:17][CH3:18])=[O:16])=[C:5]([C:7]2[N:12]=[C:11]([O:13][CH3:14])[CH:10]=[CH:9][N:8]=2)[N:6]=1.N([O-])=O.[Na+].NC(N)=O.C([O-])([O-])=O.[Na+].[Na+].[ClH:33], predict the reaction product. The product is: [Cl:33][C:2]1[S:3][C:4]([C:15]([O:17][CH3:18])=[O:16])=[C:5]([C:7]2[N:12]=[C:11]([O:13][CH3:14])[CH:10]=[CH:9][N:8]=2)[N:6]=1. (2) Given the reactants F[C:2](F)(F)[C:3]1[N:4]=[C:5]([C:8]2[C:12]([CH:13]=[CH:14][C:15]3[CH:16]=[N:17][CH:18]=[CH:19][CH:20]=3)=[CH:11][NH:10][N:9]=2)[NH:6][CH:7]=1.[OH-].[NH4+:24], predict the reaction product. The product is: [N:17]1[CH:18]=[CH:19][CH:20]=[C:15]([CH:14]=[CH:13][C:12]2[C:8]([C:5]3[NH:6][CH:7]=[C:3]([C:2]#[N:24])[N:4]=3)=[N:9][NH:10][CH:11]=2)[CH:16]=1. (3) Given the reactants [C:1]([O:9]CC)(=O)[CH2:2][C:3]([O:5]CC)=O.[I:12][C:13]1[CH:14]=[C:15]([CH:17]=[CH:18][C:19]=1[CH3:20])[NH2:16], predict the reaction product. The product is: [I:12][C:13]1[CH:14]=[C:15]([NH:16][C:3](=[O:5])[CH2:2][C:1]([NH:16][C:15]2[CH:17]=[CH:18][C:19]([CH3:20])=[C:13]([I:12])[CH:14]=2)=[O:9])[CH:17]=[CH:18][C:19]=1[CH3:20]. (4) Given the reactants [F:1][C:2]([F:15])([C:8]1[CH:9]=[C:10]([CH3:14])[CH:11]=[CH:12][CH:13]=1)[C:3]([O:5]CC)=[O:4].[OH-].[Li+], predict the reaction product. The product is: [F:1][C:2]([F:15])([C:8]1[CH:9]=[C:10]([CH3:14])[CH:11]=[CH:12][CH:13]=1)[C:3]([OH:5])=[O:4]. (5) The product is: [N:12]1([C:17]2[CH:24]=[CH:23][C:20](/[CH:21]=[CH:10]/[C:9]([C:4]3[CH:3]=[C:2]([Cl:1])[CH:7]=[C:6]([Cl:8])[CH:5]=3)=[O:11])=[CH:19][CH:18]=2)[CH:16]=[N:15][CH:14]=[N:13]1. Given the reactants [Cl:1][C:2]1[CH:3]=[C:4]([C:9](=[O:11])[CH3:10])[CH:5]=[C:6]([Cl:8])[CH:7]=1.[N:12]1([C:17]2[CH:24]=[CH:23][C:20]([CH:21]=O)=[CH:19][CH:18]=2)[CH:16]=[N:15][CH:14]=[N:13]1.[OH-].[Na+], predict the reaction product. (6) Given the reactants C([N:8]1[CH2:12][CH:11]2[C:13](=[O:17])[NH:14][C:15](=[O:16])[CH:10]2[CH2:9]1)C1C=CC=CC=1, predict the reaction product. The product is: [C:13]1(=[O:17])[CH:11]2[CH2:12][NH:8][CH2:9][CH:10]2[C:15](=[O:16])[NH:14]1. (7) The product is: [CH3:1][C:2]1[N:3]([CH2:30][C:31]2[CH:36]=[CH:35][C:34]([CH3:37])=[CH:33][CH:32]=2)[C:4](=[O:26])[C:5]([CH2:11][C:12]2[CH:17]=[CH:16][C:15]([C:18]3[CH:23]=[CH:22][CH:21]=[CH:20][C:19]=3[C:24]3[NH:40][C:41](=[O:44])[O:42][N:25]=3)=[CH:14][CH:13]=2)=[C:6]([CH2:8][CH2:9][CH3:10])[N:7]=1. Given the reactants [CH3:1][C:2]1[NH:3][C:4](=[O:26])[C:5]([CH2:11][C:12]2[CH:17]=[CH:16][C:15]([C:18]3[C:19]([C:24]#[N:25])=[CH:20][CH:21]=[CH:22][CH:23]=3)=[CH:14][CH:13]=2)=[C:6]([CH2:8][CH2:9][CH3:10])[N:7]=1.[H-].[Na+].Br[CH2:30][C:31]1[CH:36]=[CH:35][C:34]([CH3:37])=[CH:33][CH:32]=1.[Cl-].O[NH3+:40].[C:41](=[O:44])([O-])[OH:42].[Na+], predict the reaction product. (8) Given the reactants Cl.[O:2]1[CH2:6][CH2:5][CH:4]([CH2:7][NH2:8])[CH2:3]1.C(N(CC)CC)C.O1CCCC1.[C:21](Cl)(=[O:29])/[CH:22]=[CH:23]/[CH2:24][CH2:25][CH2:26][CH2:27][CH3:28], predict the reaction product. The product is: [O:2]1[CH2:6][CH2:5][CH:4]([CH2:7][NH:8][C:21](=[O:29])/[CH:22]=[CH:23]/[CH2:24][CH2:25][CH2:26][CH2:27][CH3:28])[CH2:3]1.